Task: Predict the product of the given reaction.. Dataset: Forward reaction prediction with 1.9M reactions from USPTO patents (1976-2016) (1) Given the reactants Cl[C:2]1[C:11]2[C:6](=[CH:7][C:8]([C:12]#[N:13])=[CH:9][CH:10]=2)[C:5]([NH:14][CH2:15][C:16]2[CH:21]=[CH:20][C:19]([O:22][CH3:23])=[C:18]([Cl:24])[CH:17]=2)=[N:4][N:3]=1.[OH:25][CH:26]1[CH2:31][CH2:30][NH:29][CH2:28][CH2:27]1.C(N(C(C)C)CC)(C)C.C(OCC)(=O)C, predict the reaction product. The product is: [OH:25][CH:26]1[CH2:31][CH2:30][N:29]([C:2]2[C:11]3[C:6](=[CH:7][C:8]([C:12]#[N:13])=[CH:9][CH:10]=3)[C:5]([NH:14][CH2:15][C:16]3[CH:21]=[CH:20][C:19]([O:22][CH3:23])=[C:18]([Cl:24])[CH:17]=3)=[N:4][N:3]=2)[CH2:28][CH2:27]1. (2) Given the reactants Br[C:2]1[CH:7]=[CH:6][C:5]([C:8]2[NH:9][C:10]([C:21]3[CH:26]=[CH:25][C:24]([N+:27]([O-:29])=[O:28])=[CH:23][CH:22]=3)=[C:11]([C:13]3[CH:18]=[CH:17][C:16]([Cl:19])=[CH:15][C:14]=3[Cl:20])[N:12]=2)=[CH:4][CH:3]=1.[C:30]([C:34]1[CH:39]=[CH:38][C:37](B(O)O)=[CH:36][CH:35]=1)([CH3:33])([CH3:32])[CH3:31], predict the reaction product. The product is: [C:30]([C:34]1[CH:39]=[CH:38][C:37]([C:2]2[CH:7]=[CH:6][C:5]([C:8]3[NH:9][C:10]([C:21]4[CH:26]=[CH:25][C:24]([N+:27]([O-:29])=[O:28])=[CH:23][CH:22]=4)=[C:11]([C:13]4[CH:18]=[CH:17][C:16]([Cl:19])=[CH:15][C:14]=4[Cl:20])[N:12]=3)=[CH:4][CH:3]=2)=[CH:36][CH:35]=1)([CH3:33])([CH3:32])[CH3:31]. (3) Given the reactants [Cl:1][C:2]1[CH:20]=[CH:19][C:5]([CH2:6][N:7]2[C:12]([CH3:14])([CH3:13])[CH2:11][C:10](=[N:15]O)[CH2:9][C:8]2([CH3:18])[CH3:17])=[CH:4][CH:3]=1.[H-].[H-].[H-].[H-].[Li+].[Al+3].C1COCC1, predict the reaction product. The product is: [Cl:1][C:2]1[CH:3]=[CH:4][C:5]([CH2:6][N:7]2[C:12]([CH3:13])([CH3:14])[CH2:11][CH:10]([NH2:15])[CH2:9][C:8]2([CH3:18])[CH3:17])=[CH:19][CH:20]=1. (4) Given the reactants C([O:3][C:4](=[O:20])[C:5]1[CH:10]=[CH:9][C:8]([N:11]2[CH:15]=[C:14]([CH2:16][OH:17])[C:13]([C:18]#[N:19])=[CH:12]2)=[CH:7][CH:6]=1)C.[CH2:21](N(CC)CC)[CH3:22].CS(Cl)(=O)=O, predict the reaction product. The product is: [C:18]([C:13]1[C:14]([CH2:16][O:17][CH2:21][CH3:22])=[CH:15][N:11]([C:8]2[CH:7]=[CH:6][C:5]([C:4]([OH:3])=[O:20])=[CH:10][CH:9]=2)[CH:12]=1)#[N:19]. (5) The product is: [CH3:1][N:2]([CH2:4][C:10]1[CH:11]=[C:12]([CH:13]=[C:8]([O:7][CH3:6])[C:9]=1[OH:16])[CH:14]=[O:15])[CH3:3]. Given the reactants [CH3:1][NH:2][CH3:3].[CH2:4]=O.[CH3:6][O:7][C:8]1[CH:13]=[C:12]([CH:14]=[O:15])[CH:11]=[CH:10][C:9]=1[OH:16], predict the reaction product.